This data is from Forward reaction prediction with 1.9M reactions from USPTO patents (1976-2016). The task is: Predict the product of the given reaction. (1) Given the reactants [F:1][C:2]1[CH:7]=[CH:6][C:5]([C:8]2[N:13]=[CH:12][C:11]([CH:14]=[CH:15][C:16]([OH:18])=O)=[CH:10][N:9]=2)=[CH:4][CH:3]=1.CN(C(O[N:27]1N=N[C:29]2[CH:30]=[CH:31][CH:32]=[N:33][C:28]1=2)=[N+](C)C)C.F[P-](F)(F)(F)(F)F.C(N(CC)CC)C, predict the reaction product. The product is: [F:1][C:2]1[CH:3]=[CH:4][C:5]([C:8]2[N:9]=[CH:10][C:11]([CH:14]=[CH:15][C:16]([NH:27][C:28]3[CH:29]=[CH:30][CH:31]=[CH:32][N:33]=3)=[O:18])=[CH:12][N:13]=2)=[CH:6][CH:7]=1. (2) Given the reactants [C:1]([BH3-])#[N:2].[Na+].[CH2:5]([N:12]1[CH2:18][CH:17]2[C:19](=O)[CH:14]([CH2:15][CH2:16]2)[CH2:13]1)[C:6]1[CH:11]=[CH:10][CH:9]=[CH:8][CH:7]=1.Cl.CN.[OH-].[Na+], predict the reaction product. The product is: [CH2:5]([N:12]1[CH2:13][CH:14]2[CH:19]([NH:2][CH3:1])[CH:17]([CH2:16][CH2:15]2)[CH2:18]1)[C:6]1[CH:7]=[CH:8][CH:9]=[CH:10][CH:11]=1. (3) Given the reactants [NH:1]1[CH:8]=[N:7][C:5]([NH2:6])=[N:4][C:2]1=[O:3].[C:9]([O:28][CH2:29][C@@H:30]1[CH2:32][O:31]1)([C:22]1[CH:27]=[CH:26][CH:25]=[CH:24][CH:23]=1)([C:16]1[CH:21]=[CH:20][CH:19]=[CH:18][CH:17]=1)[C:10]1[CH:15]=[CH:14][CH:13]=[CH:12][CH:11]=1.[OH-].[Na+], predict the reaction product. The product is: [OH:31][C@H:30]([CH2:29][O:28][C:9]([C:22]1[CH:27]=[CH:26][CH:25]=[CH:24][CH:23]=1)([C:10]1[CH:11]=[CH:12][CH:13]=[CH:14][CH:15]=1)[C:16]1[CH:21]=[CH:20][CH:19]=[CH:18][CH:17]=1)[CH2:32][N:1]1[CH:8]=[N:7][C:5]([NH2:6])=[N:4][C:2]1=[O:3]. (4) Given the reactants [F:1][C:2]1[CH:3]=[C:4]([NH:9][C:10]2[C:11]([NH2:16])=[N:12][CH:13]=[CH:14][CH:15]=2)[CH:5]=[C:6]([F:8])[CH:7]=1.[NH:17]([C:23]([O:25][C:26]([CH3:29])([CH3:28])[CH3:27])=[O:24])[C@H:18]([C:20](O)=[O:21])[CH3:19].CN(C(ON1N=NC2C=CC=NC1=2)=[N+](C)C)C.F[P-](F)(F)(F)(F)F.CCN(C(C)C)C(C)C, predict the reaction product. The product is: [C:26]([O:25][C:23](=[O:24])[NH:17][CH:18]([C:20](=[O:21])[NH:16][C:11]1[C:10]([NH:9][C:4]2[CH:5]=[C:6]([F:8])[CH:7]=[C:2]([F:1])[CH:3]=2)=[CH:15][CH:14]=[CH:13][N:12]=1)[CH3:19])([CH3:27])([CH3:28])[CH3:29].